Dataset: Full USPTO retrosynthesis dataset with 1.9M reactions from patents (1976-2016). Task: Predict the reactants needed to synthesize the given product. (1) Given the product [Cl:19][C:20]1[CH:25]=[C:24]([F:26])[CH:23]=[CH:22][C:21]=1[S:27]([NH:1][C:2]1[CH:3]=[C:4]([C:9]2[CH:14]=[CH:13][N:12]=[C:11]([NH:15][C:16](=[O:18])[CH3:17])[CH:10]=2)[CH:5]=[N:6][C:7]=1[CH3:8])(=[O:29])=[O:28], predict the reactants needed to synthesize it. The reactants are: [NH2:1][C:2]1[CH:3]=[C:4]([C:9]2[CH:14]=[CH:13][N:12]=[C:11]([NH:15][C:16](=[O:18])[CH3:17])[CH:10]=2)[CH:5]=[N:6][C:7]=1[CH3:8].[Cl:19][C:20]1[CH:25]=[C:24]([F:26])[CH:23]=[CH:22][C:21]=1[S:27](Cl)(=[O:29])=[O:28]. (2) Given the product [O:20]=[C:19]([NH:21][C@H:22]1[CH2:27][CH2:26][CH2:25][CH2:24][C:23]1=[O:28])[C:18](=[O:17])[C@@H:29]([NH:34][C:35]([C@@H:37]1[CH2:41][CH2:40][CH2:39][N:38]1[C:42]([O:44][CH2:45][C:46]1[CH:51]=[CH:50][CH:49]=[CH:48][CH:47]=1)=[O:43])=[O:36])[CH2:30][CH2:31][CH2:32][CH3:33], predict the reactants needed to synthesize it. The reactants are: ClCCl.CS(C)=O.C(N(C(C)C)CC)(C)C.[OH:17][C@@H:18]([C@@H:29]([NH:34][C:35]([C@@H:37]1[CH2:41][CH2:40][CH2:39][N:38]1[C:42]([O:44][CH2:45][C:46]1[CH:51]=[CH:50][CH:49]=[CH:48][CH:47]=1)=[O:43])=[O:36])[CH2:30][CH2:31][CH2:32][CH3:33])[C:19]([NH:21][C@H:22]1[CH2:27][CH2:26][CH2:25][CH2:24][C@@H:23]1[OH:28])=[O:20]. (3) Given the product [CH3:32][CH2:31][CH2:30][N:22]([C@@H:16]1[CH2:17][C:18]2[CH:19]=[CH:20][CH:21]=[C:12]([OH:11])[C:13]=2[CH2:14][CH2:15]1)[CH2:23][CH2:24][C:25]1[S:26][CH:27]=[CH:28][CH:29]=1, predict the reactants needed to synthesize it. The reactants are: [Cl-].[Al+3].[Cl-].[Cl-].NC(N)=S.Cl.C[O:11][C:12]1[CH:21]=[CH:20][CH:19]=[C:18]2[C:13]=1[CH2:14][CH2:15][CH:16]([N:22]([CH2:30][CH2:31][CH3:32])[CH2:23][CH2:24][C:25]1[S:26][CH:27]=[CH:28][CH:29]=1)[CH2:17]2.N.